This data is from Peptide-MHC class II binding affinity with 134,281 pairs from IEDB. The task is: Regression. Given a peptide amino acid sequence and an MHC pseudo amino acid sequence, predict their binding affinity value. This is MHC class II binding data. The peptide sequence is GAATVAAGAATTAAG. The MHC is DRB1_1602 with pseudo-sequence DRB1_1602. The binding affinity (normalized) is 0.